This data is from Forward reaction prediction with 1.9M reactions from USPTO patents (1976-2016). The task is: Predict the product of the given reaction. (1) The product is: [CH3:11][N:5]1[C:6](=[O:7])[C:8]([CH3:10])([CH3:9])[NH:2][C:3]1=[O:4]. Given the reactants I[N:2]1[C:8]([CH3:10])([CH3:9])[C:6](=[O:7])[N:5]([CH3:11])[C:3]1=[O:4].C=CC1C=CC=CC=1.O, predict the reaction product. (2) Given the reactants [CH3:1][O:2][C:3]1[CH:8]=[CH:7][C:6]([CH:9]([C:14]2[CH:19]=[CH:18][CH:17]=[CH:16][CH:15]=2)[CH2:10][N+:11]([O-])=O)=[CH:5][CH:4]=1, predict the reaction product. The product is: [CH3:1][O:2][C:3]1[CH:4]=[CH:5][C:6]([CH:9]([C:14]2[CH:19]=[CH:18][CH:17]=[CH:16][CH:15]=2)[CH2:10][NH2:11])=[CH:7][CH:8]=1. (3) Given the reactants [CH3:1][O:2][C:3]1[CH:11]=[C:10]([N+:12]([O-:14])=[O:13])[CH:9]=[CH:8][C:4]=1[C:5]([OH:7])=O.C(Cl)(=O)C(Cl)=O.C(N(CC)CC)C.[CH2:28]([N:30]([CH2:34][CH3:35])[CH2:31][CH2:32][NH2:33])[CH3:29], predict the reaction product. The product is: [CH2:28]([N:30]([CH2:34][CH3:35])[CH2:31][CH2:32][NH:33][C:5](=[O:7])[C:4]1[CH:8]=[CH:9][C:10]([N+:12]([O-:14])=[O:13])=[CH:11][C:3]=1[O:2][CH3:1])[CH3:29].